This data is from Full USPTO retrosynthesis dataset with 1.9M reactions from patents (1976-2016). The task is: Predict the reactants needed to synthesize the given product. Given the product [CH2:26]([O:25][C:23]([C:20]1([C:17]2[CH:18]=[CH:19][C:14]([C:11]3[CH:10]=[CH:9][C:8]([C:3]4[CH:4]=[N:5][N:6]([CH3:7])[C:2]=4[NH:1][C:29]([O:48][C@@H:46]([C:40]4[CH:45]=[CH:44][CH:43]=[CH:42][CH:41]=4)[CH3:47])=[O:31])=[CH:13][CH:12]=3)=[CH:15][CH:16]=2)[CH2:21][CH2:22]1)=[O:24])[CH3:27], predict the reactants needed to synthesize it. The reactants are: [NH2:1][C:2]1[N:6]([CH3:7])[N:5]=[CH:4][C:3]=1[C:8]1[CH:13]=[CH:12][C:11]([C:14]2[CH:19]=[CH:18][C:17]([C:20]3([C:23]([O:25][CH2:26][CH3:27])=[O:24])[CH2:22][CH2:21]3)=[CH:16][CH:15]=2)=[CH:10][CH:9]=1.Cl[C:29](Cl)([O:31]C(=O)OC(Cl)(Cl)Cl)Cl.[C:40]1([C@H:46]([OH:48])[CH3:47])[CH:45]=[CH:44][CH:43]=[CH:42][CH:41]=1.